This data is from Forward reaction prediction with 1.9M reactions from USPTO patents (1976-2016). The task is: Predict the product of the given reaction. (1) Given the reactants [NH2:1][C:2]1[CH:7]=[CH:6][CH:5]=[CH:4][C:3]=1[NH:8][C:9]([NH:11][C:12]1[C:17]([Cl:18])=[CH:16][CH:15]=[CH:14][C:13]=1[C:19]([F:22])([F:21])[F:20])=O, predict the reaction product. The product is: [ClH:18].[F:20][C:19]([F:22])([F:21])[C:13]1[CH:14]=[CH:15][CH:16]=[C:17]([Cl:18])[C:12]=1[NH:11][C:9]1[NH:1][C:2]2[CH:7]=[CH:6][CH:5]=[CH:4][C:3]=2[N:8]=1. (2) Given the reactants Cl.N1[CH2:7][CH2:6][CH:5](CN2CCCC2=O)[CH2:4][CH2:3]1.[CH2:15]([N:17]([CH2:20][CH3:21])[CH2:18][CH3:19])[CH3:16].[Cl:22][C:23]1[N:24]=[C:25]([N:34]2[CH2:39][CH2:38][O:37][CH2:36][CH2:35]2)[C:26]2[S:31]C(C=O)=[CH:29][C:27]=2[N:28]=1.C(O[BH-](O[C:50](=[O:52])[CH3:51])OC(=O)C)(=O)C.[Na+], predict the reaction product. The product is: [Cl:22][C:23]1[N:24]=[C:25]([N:34]2[CH2:35][CH2:36][O:37][CH2:38][CH2:39]2)[C:26]2[S:31][C:16]([CH2:15][N:17]3[CH2:20][CH2:21][CH:3]([CH2:4][CH:5]4[CH2:6][CH2:7][CH2:51][C:50]4=[O:52])[CH2:19][CH2:18]3)=[CH:29][C:27]=2[N:28]=1.